This data is from Full USPTO retrosynthesis dataset with 1.9M reactions from patents (1976-2016). The task is: Predict the reactants needed to synthesize the given product. (1) Given the product [CH2:30]([S:45]([C:4]1[C:5]([C:14]2[N:27]([CH3:28])[C:17]3=[N:18][CH:19]=[C:20]([S:22][C:23]([F:26])([F:24])[F:25])[CH:21]=[C:16]3[N:15]=2)=[N:6][CH:7]=[C:8]([C:10]([F:11])([F:13])[F:12])[CH:9]=1)(=[O:49])=[O:47])[CH3:31], predict the reactants needed to synthesize it. The reactants are: C(S[C:4]1[C:5]([C:14]2[N:27]([CH3:28])[C:17]3=[N:18][CH:19]=[C:20]([S:22][C:23]([F:26])([F:25])[F:24])[CH:21]=[C:16]3[N:15]=2)=[N:6][CH:7]=[C:8]([C:10]([F:13])([F:12])[F:11])[CH:9]=1)C.Cl[C:30]1C=CC=C(C(OO)=O)[CH:31]=1.C(=O)([O-])O.[Na+].[S:45]([O-:49])([O-])(=[O:47])=S.[Na+].[Na+]. (2) Given the product [CH3:1][N:2]([CH3:15])[CH2:3][CH2:4][O:5][C:6]1[CH:7]=[C:8]([NH2:12])[CH:9]=[CH:10][CH:11]=1, predict the reactants needed to synthesize it. The reactants are: [CH3:1][N:2]([CH3:15])[CH2:3][CH2:4][O:5][C:6]1[CH:11]=[CH:10][CH:9]=[C:8]([N+:12]([O-])=O)[CH:7]=1. (3) Given the product [CH2:19]([N:1]([CH2:25][CH3:26])[C:2]1([O:9][CH2:10][CH3:11])[CH:3]=[CH:4][C:5]([OH:8])=[CH:6][CH2:7]1)[CH3:20], predict the reactants needed to synthesize it. The reactants are: [NH2:1][C:2]1([O:9][CH2:10][CH3:11])[CH:7]=[CH:6][C:5]([OH:8])=[CH:4][CH2:3]1.C(=O)([O-])[O-].[K+].[K+].Cl[C:19]1C=CC=C[CH:20]=1.[CH2:25](I)[CH3:26]. (4) Given the product [Cl:1][C:2]1[CH:3]=[CH:4][C:5]([C:6]([CH2:25][C:24]([O:30][CH2:31][CH3:32])=[O:29])=[O:8])=[CH:9][CH:10]=1, predict the reactants needed to synthesize it. The reactants are: [Cl:1][C:2]1[CH:10]=[CH:9][C:5]([C:6]([OH:8])=O)=[CH:4][CH:3]=1.C(N1C=CN=C1)(N1C=CN=C1)=O.[Mg+].[C:24]([O:30][CH2:31][CH3:32])(=[O:29])[CH2:25]C([O-])=O.Cl. (5) Given the product [CH3:1][S:2]([C:5]1[CH:6]=[CH:7][C:8]([CH:11]([C:18]2[NH:26][C:21]3=[N:22][CH:23]=[CH:24][CH:25]=[C:20]3[CH:19]=2)[CH2:12][CH:13]2[CH2:17][CH2:16][CH2:15][O:14]2)=[CH:9][CH:10]=1)(=[O:3])=[O:4], predict the reactants needed to synthesize it. The reactants are: [CH3:1][S:2]([C:5]1[CH:10]=[CH:9][C:8](/[C:11](/[C:18]2[NH:26][C:21]3=[N:22][CH:23]=[CH:24][CH:25]=[C:20]3[CH:19]=2)=[CH:12]/[CH:13]2[CH2:17][CH2:16][CH2:15][O:14]2)=[CH:7][CH:6]=1)(=[O:4])=[O:3]. (6) Given the product [C:45]([O:44][C:42]([N:38]1[CH2:39][C@@H:40]([OH:41])[C@H:36]([NH:35][C:32]([C:20]2[C:16]3=[N:17][CH:18]=[CH:19][C:14]([C:7]4[CH:8]=[C:9]([O:12][CH3:13])[CH:10]=[CH:11][C:6]=4[O:5][CH2:4][CH:1]4[CH2:2][CH2:3]4)=[C:15]3[N:22]([CH2:23][O:24][CH2:25][CH2:26][Si:27]([CH3:28])([CH3:29])[CH3:30])[C:21]=2[CH3:31])=[O:33])[CH2:37]1)=[O:43])([CH3:48])([CH3:46])[CH3:47], predict the reactants needed to synthesize it. The reactants are: [CH:1]1([CH2:4][O:5][C:6]2[CH:11]=[CH:10][C:9]([O:12][CH3:13])=[CH:8][C:7]=2[C:14]2[CH:19]=[CH:18][N:17]=[C:16]3[C:20]([C:32](O)=[O:33])=[C:21]([CH3:31])[N:22]([CH2:23][O:24][CH2:25][CH2:26][Si:27]([CH3:30])([CH3:29])[CH3:28])[C:15]=23)[CH2:3][CH2:2]1.[NH2:35][C@H:36]1[C@H:40]([OH:41])[CH2:39][N:38]([C:42]([O:44][C:45]([CH3:48])([CH3:47])[CH3:46])=[O:43])[CH2:37]1. (7) The reactants are: [Cl:1][C:2]1[CH:12]=[C:11]([NH:13][CH:14]2[CH2:17][CH:16]([CH2:18][OH:19])[CH2:15]2)[C:5]([C:6]([O:8][CH2:9][CH3:10])=[O:7])=[CH:4][N:3]=1.CC(OI1(OC(C)=O)(OC(C)=O)OC(=O)C2C=CC=CC1=2)=O. Given the product [Cl:1][C:2]1[CH:12]=[C:11]([NH:13][CH:14]2[CH2:15][CH:16]([CH:18]=[O:19])[CH2:17]2)[C:5]([C:6]([O:8][CH2:9][CH3:10])=[O:7])=[CH:4][N:3]=1, predict the reactants needed to synthesize it. (8) Given the product [C:26]12([CH2:36][C:37]([NH:18][C:12]3[C:11]4[CH2:10][CH2:9][N:8]([CH2:1][C:2]5[CH:7]=[CH:6][CH:5]=[CH:4][CH:3]=5)[CH2:17][C:16]=4[N:15]=[CH:14][CH:13]=3)=[O:38])[CH2:33][CH:32]3[CH2:31][CH:30]([CH2:29][CH:28]([CH2:34]3)[CH2:27]1)[CH2:35]2, predict the reactants needed to synthesize it. The reactants are: [CH2:1]([N:8]1[CH2:17][C:16]2[N:15]=[CH:14][CH:13]=[C:12]([NH2:18])[C:11]=2[CH2:10][CH2:9]1)[C:2]1[CH:7]=[CH:6][CH:5]=[CH:4][CH:3]=1.CN1CCOCC1.[C:26]12([CH2:36][C:37](Cl)=[O:38])[CH2:35][CH:30]3[CH2:31][CH:32]([CH2:34][CH:28]([CH2:29]3)[CH2:27]1)[CH2:33]2. (9) Given the product [Cl:1][C:2]1[N:3]=[CH:4][C:5]2[CH:10]=[C:9]([C:11]3[CH:16]=[CH:15][C:14]([Cl:33])=[CH:13][C:12]=3[Cl:18])[N:8]([CH2:19][C@@H:20]3[CH2:25][CH2:24][CH2:23][N:22]([C:26]([O:28][C:29]([CH3:30])([CH3:31])[CH3:32])=[O:27])[CH2:21]3)[C:6]=2[N:7]=1, predict the reactants needed to synthesize it. The reactants are: [Cl:1][C:2]1[N:3]=[CH:4][C:5]2[CH:10]=[C:9]([C:11]3[CH:16]=[CH:15][C:14](C)=[CH:13][C:12]=3[Cl:18])[N:8]([CH2:19][C@@H:20]3[CH2:25][CH2:24][CH2:23][N:22]([C:26]([O:28][C:29]([CH3:32])([CH3:31])[CH3:30])=[O:27])[CH2:21]3)[C:6]=2[N:7]=1.[Cl:33]C1C=C(Cl)C=CC=1C#C[Si](C)(C)C.